Dataset: Peptide-MHC class I binding affinity with 185,985 pairs from IEDB/IMGT. Task: Regression. Given a peptide amino acid sequence and an MHC pseudo amino acid sequence, predict their binding affinity value. This is MHC class I binding data. (1) The MHC is HLA-A03:01 with pseudo-sequence HLA-A03:01. The peptide sequence is LPLESCFGV. The binding affinity (normalized) is 0.0847. (2) The peptide sequence is RKLLSRVY. The MHC is Mamu-A02 with pseudo-sequence Mamu-A02. The binding affinity (normalized) is 0.0614. (3) The peptide sequence is MGAGLVFPI. The MHC is HLA-C04:01 with pseudo-sequence HLA-C04:01. The binding affinity (normalized) is 0.213. (4) The peptide sequence is DILTYNKTSK. The MHC is HLA-A33:01 with pseudo-sequence HLA-A33:01. The binding affinity (normalized) is 0.309. (5) The MHC is HLA-A11:01 with pseudo-sequence HLA-A11:01. The binding affinity (normalized) is 0.504. The peptide sequence is VMANNVKKK. (6) The peptide sequence is PEIAARPKV. The MHC is Mamu-A11 with pseudo-sequence Mamu-A11. The binding affinity (normalized) is 1.00. (7) The peptide sequence is TYLGPQFCK. The MHC is HLA-A11:01 with pseudo-sequence HLA-A11:01. The binding affinity (normalized) is 0.760. (8) The peptide sequence is TRTLGNFSW. The MHC is Mamu-B17 with pseudo-sequence Mamu-B17. The binding affinity (normalized) is 0.468. (9) The peptide sequence is SLLVIWILIV. The MHC is HLA-A02:01 with pseudo-sequence HLA-A02:01. The binding affinity (normalized) is 0.360. (10) The binding affinity (normalized) is 0.182. The peptide sequence is AFMRFDDQF. The MHC is HLA-A30:01 with pseudo-sequence HLA-A30:01.